Dataset: Forward reaction prediction with 1.9M reactions from USPTO patents (1976-2016). Task: Predict the product of the given reaction. The product is: [CH3:19][O:18][C:15]1[CH:14]=[CH:13][C:12]([S:11][CH:5]([CH2:6][CH2:7][CH2:8][CH2:9][CH3:10])[C:4]([OH:20])=[O:3])=[CH:17][CH:16]=1. Given the reactants C([O:3][C:4](=[O:20])[CH:5]([S:11][C:12]1[CH:17]=[CH:16][C:15]([O:18][CH3:19])=[CH:14][CH:13]=1)[CH2:6][CH2:7][CH2:8][CH2:9][CH3:10])C, predict the reaction product.